From a dataset of Full USPTO retrosynthesis dataset with 1.9M reactions from patents (1976-2016). Predict the reactants needed to synthesize the given product. (1) Given the product [CH3:23][S:24]([O:1][C:2]1[CH:15]=[CH:14][CH:13]=[CH:12][C:3]=1[C:4](=[O:5])[NH:6][C:7]1[S:8][CH:9]=[CH:10][N:11]=1)(=[O:26])=[O:25], predict the reactants needed to synthesize it. The reactants are: [OH:1][C:2]1[CH:15]=[CH:14][CH:13]=[CH:12][C:3]=1[C:4]([NH:6][C:7]1[S:8][CH:9]=[CH:10][N:11]=1)=[O:5].C(N(CC)CC)C.[CH3:23][S:24](Cl)(=[O:26])=[O:25]. (2) Given the product [CH:1]([Si:4]([CH3:14])([CH3:13])[C:5]1[CH:12]=[CH:11][C:8]([CH2:9][NH:25][CH2:24][CH2:23][C:19]2[CH:20]=[CH:21][CH:22]=[C:17]([C:16]([F:15])([F:26])[F:27])[CH:18]=2)=[CH:7][CH:6]=1)([CH3:3])[CH3:2], predict the reactants needed to synthesize it. The reactants are: [CH:1]([Si:4]([CH3:14])([CH3:13])[C:5]1[CH:12]=[CH:11][C:8]([CH:9]=O)=[CH:7][CH:6]=1)([CH3:3])[CH3:2].[F:15][C:16]([F:27])([F:26])[C:17]1[CH:18]=[C:19]([CH2:23][CH2:24][NH2:25])[CH:20]=[CH:21][CH:22]=1. (3) Given the product [F:8][C:7]1[C:2]([O:16][CH:13]2[CH2:14][CH2:15][CH:10]([OH:17])[CH2:11][CH2:12]2)=[N:3][CH:4]=[C:5]([C:25]#[C:24][C:18]2[CH:23]=[CH:22][CH:21]=[CH:20][CH:19]=2)[CH:6]=1, predict the reactants needed to synthesize it. The reactants are: F[C:2]1[C:7]([F:8])=[CH:6][C:5](I)=[CH:4][N:3]=1.[CH:10]1([OH:17])[CH2:15][CH2:14][CH:13]([OH:16])[CH2:12][CH2:11]1.[C:18]1([C:24]#[CH:25])[CH:23]=[CH:22][CH:21]=[CH:20][CH:19]=1.